This data is from Catalyst prediction with 721,799 reactions and 888 catalyst types from USPTO. The task is: Predict which catalyst facilitates the given reaction. (1) Reactant: [Cl:1][C:2]1[CH:3]=[C:4]([NH:19][C:20]2[C:30]3[CH:29]=[C:28]([C:31]([O:33][CH3:34])=[O:32])[CH2:27][CH2:26][N:25](CC4C=CC(OC)=CC=4)[C:24]=3[N:23]=[CH:22][N:21]=2)[CH:5]=[CH:6][C:7]=1[O:8][C:9]1[CH:14]=[CH:13][CH:12]=[C:11]([C:15]([F:18])([F:17])[F:16])[CH:10]=1.FC(F)(F)C(O)=O. Product: [Cl:1][C:2]1[CH:3]=[C:4]([NH:19][C:20]2[C:30]3[CH:29]=[C:28]([C:31]([O:33][CH3:34])=[O:32])[CH2:27][CH2:26][NH:25][C:24]=3[N:23]=[CH:22][N:21]=2)[CH:5]=[CH:6][C:7]=1[O:8][C:9]1[CH:14]=[CH:13][CH:12]=[C:11]([C:15]([F:17])([F:16])[F:18])[CH:10]=1. The catalyst class is: 26. (2) Reactant: CC([O-])(C)C.[K+].[C:7](#[N:9])[CH3:8].[OH:10][C:11]1[CH:12]=[C:13]([CH:16]=[CH:17][CH:18]=1)[CH:14]=[O:15]. Product: [OH:15][CH:14]([C:13]1[CH:16]=[CH:17][CH:18]=[C:11]([OH:10])[CH:12]=1)[CH2:8][C:7]#[N:9]. The catalyst class is: 1. (3) Reactant: [C:1](Cl)(=[O:5])[CH:2]([CH3:4])[CH3:3].[Cl:7][C:8]1[CH:9]=[C:10]([CH:26]=[C:27]([Cl:29])[CH:28]=1)[CH2:11][N:12]1[CH:16]=[CH:15][N:14]=[C:13]1[CH2:17][O:18][C:19]1[CH:20]=[C:21]([NH2:25])[CH:22]=[CH:23][CH:24]=1.C(O)C(N)(CO)CO. Product: [Cl:7][C:8]1[CH:9]=[C:10]([CH:26]=[C:27]([Cl:29])[CH:28]=1)[CH2:11][N:12]1[CH:16]=[CH:15][N:14]=[C:13]1[CH2:17][O:18][C:19]1[CH:20]=[C:21]([NH:25][C:1](=[O:5])[CH:2]([CH3:4])[CH3:3])[CH:22]=[CH:23][CH:24]=1. The catalyst class is: 2. (4) Reactant: C(OC(=O)[NH:7][C@H:8]1[CH2:13][CH2:12][C@H:11]([CH2:14][CH2:15][N:16]2[CH2:21][CH2:20][N:19]([C:22]3[CH:27]=[C:26]([CH2:28][CH2:29][O:30][CH3:31])[N:25]=[C:24]([C:32]([CH3:35])([CH3:34])[CH3:33])[N:23]=3)[CH2:18][CH2:17]2)[CH2:10][CH2:9]1)(C)(C)C. Product: [C:32]([C:24]1[N:23]=[C:22]([N:19]2[CH2:20][CH2:21][N:16]([CH2:15][CH2:14][C@H:11]3[CH2:10][CH2:9][C@H:8]([NH2:7])[CH2:13][CH2:12]3)[CH2:17][CH2:18]2)[CH:27]=[C:26]([CH2:28][CH2:29][O:30][CH3:31])[N:25]=1)([CH3:35])([CH3:33])[CH3:34]. The catalyst class is: 209. (5) Reactant: CC1C=CC(S(O[CH2:12][C@H:13]2[CH:22]=[CH:21][C:20]3[C:15](=[C:16]([C:23]4[C:28]([Cl:29])=[CH:27][CH:26]=[CH:25][C:24]=4[Cl:30])[CH:17]=[CH:18][CH:19]=3)[O:14]2)(=O)=O)=CC=1.[N-:31]=[N+:32]=[N-:33].[Na+]. Product: [N:31]([CH2:12][C@H:13]1[CH:22]=[CH:21][C:20]2[C:15](=[C:16]([C:23]3[C:28]([Cl:29])=[CH:27][CH:26]=[CH:25][C:24]=3[Cl:30])[CH:17]=[CH:18][CH:19]=2)[O:14]1)=[N+:32]=[N-:33]. The catalyst class is: 16. (6) Reactant: Cl[C:2]1[N:7]=[CH:6][C:5]([C:8]2[NH:12][C:11]3[CH:13]=[CH:14][CH:15]=[C:16]([C:17]([NH:19][C:20]4[CH:25]=[CH:24][C:23]([C:26]#[N:27])=[C:22]([C:28]([F:31])([F:30])[F:29])[CH:21]=4)=[O:18])[C:10]=3[N:9]=2)=[CH:4][CH:3]=1.[C:32]([O:36][C:37]([N:39]1[CH2:44][CH2:43][NH:42][CH2:41][CH2:40]1)=[O:38])([CH3:35])([CH3:34])[CH3:33]. Product: [C:26]([C:23]1[CH:24]=[CH:25][C:20]([NH:19][C:17]([C:16]2[C:10]3[N:9]=[C:8]([C:5]4[CH:4]=[CH:3][C:2]([N:42]5[CH2:41][CH2:40][N:39]([C:37]([O:36][C:32]([CH3:35])([CH3:34])[CH3:33])=[O:38])[CH2:44][CH2:43]5)=[N:7][CH:6]=4)[NH:12][C:11]=3[CH:13]=[CH:14][CH:15]=2)=[O:18])=[CH:21][C:22]=1[C:28]([F:31])([F:30])[F:29])#[N:27]. The catalyst class is: 58. (7) Reactant: [C:1]([O:5][C:6]([N:8]1[CH2:13][CH2:12][C:11](=[C:14](Br)[C:15]2[CH:20]=[CH:19][C:18]([C:21](=[O:27])[N:22]([CH2:24][CH2:25][OH:26])[CH3:23])=[CH:17][CH:16]=2)[CH2:10][CH2:9]1)=[O:7])([CH3:4])([CH3:3])[CH3:2].[N:29]1[C:38]2[C:33](=[CH:34][CH:35]=[CH:36][C:37]=2B(O)O)[CH:32]=[CH:31][CH:30]=1.C([O-])([O-])=O.[K+].[K+]. Product: [C:1]([O:5][C:6]([N:8]1[CH2:13][CH2:12][C:11](=[C:14]([C:15]2[CH:20]=[CH:19][C:18]([C:21](=[O:27])[N:22]([CH2:24][CH2:25][OH:26])[CH3:23])=[CH:17][CH:16]=2)[C:37]2[CH:36]=[CH:35][CH:34]=[C:33]3[C:38]=2[N:29]=[CH:30][CH:31]=[CH:32]3)[CH2:10][CH2:9]1)=[O:7])([CH3:4])([CH3:3])[CH3:2]. The catalyst class is: 41.